Task: Predict the product of the given reaction.. Dataset: Forward reaction prediction with 1.9M reactions from USPTO patents (1976-2016) (1) Given the reactants [O:1]=[C:2]1[CH2:8][CH:7]2[N:9]([C:10]([O:12][C:13]([CH3:16])([CH3:15])[CH3:14])=[O:11])[CH:4]([CH2:5][CH2:6]2)[CH2:3]1.O1CCCC1.[H-].C([Al+]CC(C)C)C(C)C, predict the reaction product. The product is: [C:13]([O:12][C:10]([N:9]1[CH:4]2[CH2:5][CH2:6][CH:7]1[CH2:8][CH:2]([OH:1])[CH2:3]2)=[O:11])([CH3:16])([CH3:14])[CH3:15]. (2) Given the reactants Br[C:2]1[S:10][C:9]2[C:8](=[O:11])[NH:7][C:6]([CH3:13])([CH3:12])[NH:5][C:4]=2[CH:3]=1.[CH3:14][C:15]1[C:19](B2OC(C)(C)C(C)(C)O2)=[CH:18][N:17](C(OC(C)(C)C)=O)[N:16]=1.C(=O)([O-])[O-].[Cs+].[Cs+].C(=O)([O-])[O-].[Na+].[Na+].[OH-].[Na+], predict the reaction product. The product is: [CH3:12][C:6]1([CH3:13])[NH:5][C:4]2[CH:3]=[C:2]([C:19]3[CH:18]=[N:17][NH:16][C:15]=3[CH3:14])[S:10][C:9]=2[C:8](=[O:11])[NH:7]1. (3) Given the reactants [OH:1][C:2]1[CH:7]=[CH:6][C:5]([C:8]2[CH:13]=[CH:12][C:11]([C:14]#[N:15])=[CH:10][CH:9]=2)=[CH:4][CH:3]=1.[I:16]N1C(=O)CCC1=O.S(=O)(=O)(O)O.O, predict the reaction product. The product is: [I:16][C:7]1[CH:6]=[C:5]([C:8]2[CH:13]=[CH:12][C:11]([C:14]#[N:15])=[CH:10][CH:9]=2)[CH:4]=[CH:3][C:2]=1[OH:1].